Dataset: Full USPTO retrosynthesis dataset with 1.9M reactions from patents (1976-2016). Task: Predict the reactants needed to synthesize the given product. (1) Given the product [Cl:17][C:4]1[C:5](=[O:16])[N:6]([C:9]2[CH:14]=[CH:13][C:12]([Cl:15])=[CH:11][CH:10]=2)[N:7]([CH2:8][CH3:32])[C:3]=1[CH2:2][N:28]1[CH2:27][CH2:26][N:25]([C:23]2[CH:24]=[C:19]([Cl:18])[CH:20]=[CH:21][C:22]=2[CH3:31])[CH2:30][CH2:29]1, predict the reactants needed to synthesize it. The reactants are: Br[CH2:2][C:3]1[N:7]([CH3:8])[N:6]([C:9]2[CH:14]=[CH:13][C:12]([Cl:15])=[CH:11][CH:10]=2)[C:5](=[O:16])[C:4]=1[Cl:17].[Cl:18][C:19]1[CH:20]=[CH:21][C:22]([CH3:31])=[C:23]([N:25]2[CH2:30][CH2:29][NH:28][CH2:27][CH2:26]2)[CH:24]=1.[C:32]([O-])([O-])=O.[K+].[K+]. (2) Given the product [F:41][C:42]1[CH:43]=[CH:44][C:45]([C@@H:48]([CH3:61])[C:49]([NH:51][C:52]2[CH:53]=[CH:54][C:55]([C:2]3[CH:3]=[CH:4][C:5]4[N:6]([N:8]=[C:9]([N:11]([C:29]5[CH:34]=[CH:33][C:32]([S:35]([CH3:38])(=[O:36])=[O:37])=[CH:31][C:30]=5[O:39][CH3:40])[C:12](=[O:28])[O:13][CH2:14][O:15][P:16]([O:23][C:24]([CH3:27])([CH3:26])[CH3:25])([O:18][C:19]([CH3:22])([CH3:21])[CH3:20])=[O:17])[N:10]=4)[CH:7]=3)=[CH:56][CH:57]=2)=[O:50])=[CH:46][CH:47]=1, predict the reactants needed to synthesize it. The reactants are: Cl[C:2]1[CH:3]=[CH:4][C:5]2[N:6]([N:8]=[C:9]([N:11]([C:29]3[CH:34]=[CH:33][C:32]([S:35]([CH3:38])(=[O:37])=[O:36])=[CH:31][C:30]=3[O:39][CH3:40])[C:12](=[O:28])[O:13][CH2:14][O:15][P:16]([O:23][C:24]([CH3:27])([CH3:26])[CH3:25])([O:18][C:19]([CH3:22])([CH3:21])[CH3:20])=[O:17])[N:10]=2)[CH:7]=1.[F:41][C:42]1[CH:47]=[CH:46][C:45]([C@@H:48]([CH3:61])[C:49]([NH:51][C:52]2[CH:57]=[CH:56][C:55](B(O)O)=[CH:54][CH:53]=2)=[O:50])=[CH:44][CH:43]=1.O.P([O-])([O-])([O-])=O.[K+].[K+].[K+].C1(P(C2CCCCC2)C2C=CC=CC=2C2C(OC)=CC=CC=2OC)CCCCC1. (3) Given the product [C:18]([O:17][C:15]([N:4]1[CH2:5][CH2:6][NH:1][C:2](=[O:7])[CH2:3]1)=[O:16])([CH3:21])([CH3:20])[CH3:19], predict the reactants needed to synthesize it. The reactants are: [NH:1]1[CH2:6][CH2:5][NH:4][CH2:3][C:2]1=[O:7].C(N(CC)CC)C.[C:15](O[C:15]([O:17][C:18]([CH3:21])([CH3:20])[CH3:19])=[O:16])([O:17][C:18]([CH3:21])([CH3:20])[CH3:19])=[O:16]. (4) Given the product [Si:14]([O:9][CH2:8][C:5]1[CH:4]=[CH:3][C:2]([Cl:1])=[N:7][CH:6]=1)([C:10]([CH3:13])([CH3:12])[CH3:11])([CH3:16])[CH3:15], predict the reactants needed to synthesize it. The reactants are: [Cl:1][C:2]1[N:7]=[CH:6][C:5]([CH2:8][OH:9])=[CH:4][CH:3]=1.[C:10]([Si:14](Cl)([CH3:16])[CH3:15])([CH3:13])([CH3:12])[CH3:11].N1C=CN=C1.C(O)(C(F)(F)F)=O. (5) Given the product [Cl:21][C:22]1[C:27]([C:2]2[CH:7]=[CH:6][N:5]=[C:4]3[N:8]([Si:11]([CH:18]([CH3:20])[CH3:19])([CH:15]([CH3:17])[CH3:16])[CH:12]([CH3:13])[CH3:14])[CH:9]=[CH:10][C:3]=23)=[CH:26][CH:25]=[CH:24][N:23]=1, predict the reactants needed to synthesize it. The reactants are: Cl[C:2]1[CH:7]=[CH:6][N:5]=[C:4]2[N:8]([Si:11]([CH:18]([CH3:20])[CH3:19])([CH:15]([CH3:17])[CH3:16])[CH:12]([CH3:14])[CH3:13])[CH:9]=[CH:10][C:3]=12.[Cl:21][C:22]1[C:27](B(O)O)=[CH:26][CH:25]=[CH:24][N:23]=1.C1(P(C2CCCCC2)C2C=CC=CC=2C2C=CC=CC=2)CCCCC1.[O-]P([O-])([O-])=O.[K+].[K+].[K+].